Dataset: Full USPTO retrosynthesis dataset with 1.9M reactions from patents (1976-2016). Task: Predict the reactants needed to synthesize the given product. (1) Given the product [N+:8]([C:5]1[CH:6]=[CH:7][C:2]([N:24]2[CH2:25][CH2:26][C:21]([OH:20])([C:27]3[CH:28]=[CH:29][CH:30]=[CH:31][CH:32]=3)[CH2:22][CH2:23]2)=[N:3][CH:4]=1)([O-:10])=[O:9], predict the reactants needed to synthesize it. The reactants are: Cl[C:2]1[CH:7]=[CH:6][C:5]([N+:8]([O-:10])=[O:9])=[CH:4][N:3]=1.C(N(CC)C(C)C)(C)C.[OH:20][C:21]1([C:27]2[CH:32]=[CH:31][CH:30]=[CH:29][CH:28]=2)[CH2:26][CH2:25][NH:24][CH2:23][CH2:22]1. (2) Given the product [CH3:16][O:15][C:14]1[C:6]([O:5][CH2:4][CH2:3][CH2:2][Cl:1])=[CH:7][C:8]([C:9]([OH:11])=[O:10])=[C:12]([N+:17]([O-:19])=[O:18])[CH:13]=1, predict the reactants needed to synthesize it. The reactants are: [Cl:1][CH2:2][CH2:3][CH2:4][O:5][C:6]1[CH:7]=[C:8]([CH:12]=[CH:13][C:14]=1[O:15][CH3:16])[C:9]([OH:11])=[O:10].[N:17]([O-:19])=[O:18].[Na+].C(O)(=O)C.[N+]([O-])(O)=O. (3) Given the product [ClH:1].[CH2:2]([NH:4][C:5](=[O:20])[CH:6]([C:8]1[CH:13]=[CH:12][C:11]([CH:14]2[CH2:19][CH2:18][NH:17][CH2:16][CH2:15]2)=[CH:10][CH:9]=1)[CH3:7])[CH3:3], predict the reactants needed to synthesize it. The reactants are: [ClH:1].[CH2:2]([NH:4][C:5](=[O:20])[CH:6]([C:8]1[CH:13]=[CH:12][C:11]([CH:14]2[CH2:19][CH2:18][NH:17][CH2:16][CH2:15]2)=[CH:10][CH:9]=1)[CH3:7])[CH3:3]. (4) Given the product [CH3:11][C:10]1([CH3:12])[O:9][B:8]([OH:13])[C:7]2[CH:14]=[CH:15][C:4]([C:3]3[CH2:25][C:24]([C:22]4[CH:21]=[C:20]([Cl:30])[C:19]([Cl:31])=[C:18]([Cl:17])[CH:23]=4)([C:26]([F:29])([F:28])[F:27])[O:1][N:2]=3)=[CH:5][C:6]1=2, predict the reactants needed to synthesize it. The reactants are: [OH:1][N:2]=[C:3](Cl)[C:4]1[CH:15]=[CH:14][C:7]2[B:8]([OH:13])[O:9][C:10]([CH3:12])([CH3:11])[C:6]=2[CH:5]=1.[Cl:17][C:18]1[CH:23]=[C:22]([C:24]([C:26]([F:29])([F:28])[F:27])=[CH2:25])[CH:21]=[C:20]([Cl:30])[C:19]=1[Cl:31]. (5) Given the product [C:12]([N:15]1[C:24]2[C:19](=[CH:20][C:21]([C:25]3[N:3]=[N:2][N:1]([CH2:4][CH2:5][OH:6])[CH:26]=3)=[CH:22][CH:23]=2)[C@H:18]([NH:27][C:28](=[O:34])[O:29][C:30]([CH3:33])([CH3:32])[CH3:31])[CH2:17][C@@H:16]1[CH3:35])(=[O:14])[CH3:13], predict the reactants needed to synthesize it. The reactants are: [N:1]([CH2:4][CH2:5][OH:6])=[N+:2]=[N-:3].CN(C)C=O.[C:12]([N:15]1[C:24]2[C:19](=[CH:20][C:21]([C:25]#[CH:26])=[CH:22][CH:23]=2)[C@H:18]([NH:27][C:28](=[O:34])[O:29][C:30]([CH3:33])([CH3:32])[CH3:31])[CH2:17][C@@H:16]1[CH3:35])(=[O:14])[CH3:13].